This data is from Forward reaction prediction with 1.9M reactions from USPTO patents (1976-2016). The task is: Predict the product of the given reaction. (1) The product is: [Cl:1][C:2]1[CH:15]=[C:14](/[CH:16]=[CH:17]/[CH:18]([C:23]2[CH:24]=[C:25]([Cl:31])[C:26]([Cl:30])=[C:27]([Cl:29])[CH:28]=2)[C:19]([F:22])([F:21])[F:20])[CH:13]=[CH:12][C:3]=1[CH2:4][NH:5][C:6](=[O:11])[CH2:7][CH2:8][S:34]([CH3:38])(=[O:36])=[O:33]. Given the reactants [Cl:1][C:2]1[CH:15]=[C:14](/[CH:16]=[CH:17]/[CH:18]([C:23]2[CH:28]=[C:27]([Cl:29])[C:26]([Cl:30])=[C:25]([Cl:31])[CH:24]=2)[C:19]([F:22])([F:21])[F:20])[CH:13]=[CH:12][C:3]=1[CH2:4][NH:5][C:6](=[O:11])[CH2:7][CH2:8]SC.O[O:33][S:34]([O-:36])=O.[K+].[CH3:38]C(C)=O, predict the reaction product. (2) Given the reactants C(OC([NH:8][C:9]1[N:14]=[CH:13][C:12]([C:15]2[N:23]=[C:22]3[C:18]([N:19]=[CH:20][N:21]3[CH2:24][C:25](O)=[O:26])=[C:17]([N:28]3[CH2:33][CH2:32][O:31][CH2:30][CH2:29]3)[N:16]=2)=[CH:11][N:10]=1)=O)(C)(C)C.[CH3:34][S:35]([N:38]1[CH2:43][CH2:42][NH:41][CH2:40][CH2:39]1)(=[O:37])=[O:36], predict the reaction product. The product is: [NH2:8][C:9]1[N:14]=[CH:13][C:12]([C:15]2[N:23]=[C:22]3[C:18]([N:19]=[CH:20][N:21]3[CH2:24][C:25]([N:41]3[CH2:42][CH2:43][N:38]([S:35]([CH3:34])(=[O:37])=[O:36])[CH2:39][CH2:40]3)=[O:26])=[C:17]([N:28]3[CH2:33][CH2:32][O:31][CH2:30][CH2:29]3)[N:16]=2)=[CH:11][N:10]=1. (3) Given the reactants Cl[C:2]1[N:7]=[N:6][C:5]([NH:8][CH2:9][CH2:10][N:11]([CH3:13])[CH3:12])=[CH:4][CH:3]=1.[BrH:14], predict the reaction product. The product is: [Br:14][C:2]1[N:7]=[N:6][C:5]([NH:8][CH2:9][CH2:10][N:11]([CH3:13])[CH3:12])=[CH:4][CH:3]=1. (4) Given the reactants [C:1]([C:5]1[N:6]=[C:7]([NH:10][C:11](=[O:19])[C:12]2[CH:17]=[CH:16][N:15]=[C:14]([NH2:18])[CH:13]=2)[S:8][CH:9]=1)([CH3:4])([CH3:3])[CH3:2].[C:20](OC1C=CC(Cl)=C(Cl)C=1Cl)(=[O:25])[CH2:21][C:22]([O-])=[O:23], predict the reaction product. The product is: [C:1]([C:5]1[N:6]=[C:7]([NH:10][C:11]([C:12]2[CH:17]=[CH:16][N:15]3[C:20](=[O:25])[CH2:21][C:22](=[O:23])[N:18]=[C:14]3[CH:13]=2)=[O:19])[S:8][CH:9]=1)([CH3:4])([CH3:2])[CH3:3].